This data is from Reaction yield outcomes from USPTO patents with 853,638 reactions. The task is: Predict the reaction yield, written as a fraction of the theoretical maximum amount of product (1.0 means a 100% yield; for example, 0.34 means a 34% yield). The reactants are [CH:1]1([C:4]2[C:8]([CH:9]=[O:10])=[CH:7][N:6]([C:11]3[CH:16]=[CH:15][C:14]([O:17][CH3:18])=[CH:13][CH:12]=3)[N:5]=2)[CH2:3][CH2:2]1.[CH2:19]([Mg]Br)[CH:20]([CH3:22])[CH3:21]. The catalyst is O1CCCC1. The product is [CH:1]1([C:4]2[C:8]([CH:9]([OH:10])[CH2:19][CH:20]([CH3:22])[CH3:21])=[CH:7][N:6]([C:11]3[CH:12]=[CH:13][C:14]([O:17][CH3:18])=[CH:15][CH:16]=3)[N:5]=2)[CH2:2][CH2:3]1. The yield is 0.820.